Dataset: Catalyst prediction with 721,799 reactions and 888 catalyst types from USPTO. Task: Predict which catalyst facilitates the given reaction. (1) The catalyst class is: 12. Reactant: FC(F)(F)C(O)=O.[NH2:8][CH2:9][C:10]1[CH:14]=[N:13][N:12]([CH2:15][C@@H:16]2[C@H:19]([NH:20][C:21](=[O:30])[O:22][CH2:23][C:24]3[CH:29]=[CH:28][CH:27]=[CH:26][CH:25]=3)[C:18](=[O:31])[NH:17]2)[N:11]=1.CCN(C(C)C)C(C)C.[C:41]([O:45][C:46]([N:48]([CH2:63][CH:64]1[CH2:67][N:66]([C:68]([O:70][C:71]([CH3:74])([CH3:73])[CH3:72])=[O:69])[CH2:65]1)[C:49](N1C=CC=N1)=[N:50][C:51]([O:53][C:54]([CH3:57])([CH3:56])[CH3:55])=[O:52])=[O:47])([CH3:44])([CH3:43])[CH3:42]. Product: [CH2:23]([O:22][C:21]([NH:20][C@@H:19]1[C:18](=[O:31])[NH:17][C@@H:16]1[CH2:15][N:12]1[N:11]=[C:10]([CH2:9][NH:8][C:49](=[N:50][C:51]([O:53][C:54]([CH3:57])([CH3:56])[CH3:55])=[O:52])[N:48]([CH2:63][CH:64]2[CH2:65][N:66]([C:68]([O:70][C:71]([CH3:72])([CH3:74])[CH3:73])=[O:69])[CH2:67]2)[C:46]([O:45][C:41]([CH3:44])([CH3:42])[CH3:43])=[O:47])[CH:14]=[N:13]1)=[O:30])[C:24]1[CH:29]=[CH:28][CH:27]=[CH:26][CH:25]=1. (2) Reactant: C[Si]([N-][Si](C)(C)C)(C)C.[Na+].[NH2:11][C:12]1[CH:17]=[CH:16][N:15]=[C:14]([Cl:18])[CH:13]=1.[C:19](O[C:19]([O:21][C:22]([CH3:25])([CH3:24])[CH3:23])=[O:20])([O:21][C:22]([CH3:25])([CH3:24])[CH3:23])=[O:20]. Product: [C:22]([O:21][C:19](=[O:20])[NH:11][C:12]1[CH:17]=[CH:16][N:15]=[C:14]([Cl:18])[CH:13]=1)([CH3:25])([CH3:24])[CH3:23]. The catalyst class is: 1. (3) Reactant: [Cl:1][C:2]1[CH:3]=[N:4][CH:5]=[C:6]([Cl:17])[C:7]=1[N:8]1[CH2:13][CH2:12][CH:11]([C:14]([NH2:16])=[O:15])[CH2:10][CH2:9]1.C1(=O)O[CH:21]=[CH:20]O1. Product: [Cl:1][C:2]1[CH:3]=[N:4][CH:5]=[C:6]([Cl:17])[C:7]=1[N:8]1[CH2:13][CH2:12][CH:11]([C:14]2[O:15][CH:20]=[CH:21][N:16]=2)[CH2:10][CH2:9]1. The catalyst class is: 6. (4) Reactant: Cl[C:2]1[CH2:6][C:5]([CH3:8])([CH3:7])[CH2:4][C:3]=1[CH:9]=O.C(N(CC)CC)C.[SH:18][CH2:19][C:20]([O:22][CH2:23][CH3:24])=[O:21]. Product: [CH3:8][C:5]1([CH3:7])[CH2:6][C:2]2[S:18][C:19]([C:20]([O:22][CH2:23][CH3:24])=[O:21])=[CH:9][C:3]=2[CH2:4]1. The catalyst class is: 4. (5) Reactant: Cl.[NH2:2][C:3]1[N:8]=[C:7]2[N:9](C)[N:10]=[C:11]([C:12]3[CH:17]=[C:16]([F:18])[C:15]([OH:19])=[C:14]([Br:20])[CH:13]=3)[C:6]2=[CH:5][N:4]=1.[C:22]([O-])([O-])=O.[K+].[K+].[CH3:28][O:29][CH2:30][CH2:31]Br. Product: [Br:20][C:14]1[CH:13]=[C:12]([C:11]2[C:6]3[C:7](=[N:8][C:3]([NH:2][CH3:22])=[N:4][CH:5]=3)[NH:9][N:10]=2)[CH:17]=[C:16]([F:18])[C:15]=1[O:19][CH2:31][CH2:30][O:29][CH3:28]. The catalyst class is: 121. (6) Reactant: [CH3:1][O:2][C:3]1[CH:8]=[C:7]([N+:9]([O-:11])=[O:10])[CH:6]=[CH:5][C:4]=1[N:12]1[CH2:17][CH2:16][CH:15]([OH:18])[CH2:14][CH2:13]1.[CH:19]([Si:22](OS(C(F)(F)F)(=O)=O)([CH:26]([CH3:28])[CH3:27])[CH:23]([CH3:25])[CH3:24])([CH3:21])[CH3:20].CCN(CC)CC. Product: [CH3:1][O:2][C:3]1[CH:8]=[C:7]([N+:9]([O-:11])=[O:10])[CH:6]=[CH:5][C:4]=1[N:12]1[CH2:17][CH2:16][CH:15]([O:18][Si:22]([CH:26]([CH3:28])[CH3:27])([CH:23]([CH3:25])[CH3:24])[CH:19]([CH3:21])[CH3:20])[CH2:14][CH2:13]1. The catalyst class is: 3. (7) Reactant: [CH3:1][C:2]1([C:15]([O:17]CC)=[O:16])[CH2:7][CH2:6][CH2:5][N:4]([C:8]([O:10][C:11]([CH3:14])([CH3:13])[CH3:12])=[O:9])[CH2:3]1.[OH-].[Li+].Cl. Product: [C:11]([O:10][C:8]([N:4]1[CH2:5][CH2:6][CH2:7][C:2]([CH3:1])([C:15]([OH:17])=[O:16])[CH2:3]1)=[O:9])([CH3:14])([CH3:12])[CH3:13]. The catalyst class is: 36. (8) Reactant: [Cl:1][C:2]1[CH:3]=[C:4]([C:7](=[N:9][OH:10])[NH2:8])[NH:5][CH:6]=1.[F:11][C:12]1[CH:13]=[CH:14][C:15]2[C:21](=[O:22])[N:20]3[CH2:23][C@H:24]([C:27](Cl)=O)[CH2:25][CH2:26][C@H:19]3[CH2:18][CH2:17][C:16]=2[N:30]=1. Product: [Cl:1][C:2]1[CH:3]=[C:4]([C:7]2[N:8]=[C:27]([C@@H:24]3[CH2:23][N:20]4[C:21](=[O:22])[C:15]5[CH:14]=[CH:13][C:12]([F:11])=[N:30][C:16]=5[CH2:17][CH2:18][C@@H:19]4[CH2:26][CH2:25]3)[O:10][N:9]=2)[NH:5][CH:6]=1. The catalyst class is: 76.